Dataset: Reaction yield outcomes from USPTO patents with 853,638 reactions. Task: Predict the reaction yield, written as a fraction of the theoretical maximum amount of product (1.0 means a 100% yield; for example, 0.34 means a 34% yield). (1) The reactants are [C:1]([CH2:3][C@@:4]1([C:30]([O:32]C)=O)[CH2:8][CH2:7][C@H:6]([C:9]2[CH:14]=[CH:13][C:12]([O:15]CC3C=CC=CC=3)=[CH:11][CH:10]=2)[N:5]1[C:23]([O:25][C:26]([CH3:29])([CH3:28])[CH3:27])=[O:24])#[N:2]. The catalyst is CO.[Ni]. The product is [OH:15][C:12]1[CH:13]=[CH:14][C:9]([C@H:6]2[CH2:7][CH2:8][C@:4]3([CH2:3][CH2:1][NH:2][C:30]3=[O:32])[N:5]2[C:23]([O:25][C:26]([CH3:27])([CH3:28])[CH3:29])=[O:24])=[CH:10][CH:11]=1. The yield is 0.680. (2) The reactants are [CH2:1]([N:5]1[CH:10]=[CH:9][C:8](C)=[C:7]([OH:12])[C:6]1=[S:13])[CH2:2][CH2:3][CH3:4].[H-].[Na+].Cl[C:17]1[O:18][C:19]2[CH:25]=[CH:24][CH:23]=[CH:22][C:20]=2[N:21]=1.CN([CH:29]=[O:30])C. No catalyst specified. The product is [O:18]1[C:19]2[CH:25]=[CH:24][CH:23]=[CH:22][C:20]=2[N:21]=[C:17]1[O:12][C:7]1[C:6](=[S:13])[N:5]([CH2:1][CH2:2][CH2:3][CH3:4])[CH:10]=[CH:9][C:8]=1[O:30][CH3:29]. The yield is 0.920. (3) The reactants are [CH3:1][C:2]1[C:3]([NH:25][C@@H:26]2[CH2:30][CH2:29][O:28][CH2:27]2)=[N:4][C:5]([C:14]2[CH:19]=[CH:18][CH:17]=[C:16]([O:20][CH2:21][CH:22]3[CH2:24][O:23]3)[CH:15]=2)=[N:6][C:7]=1[N:8]1[CH2:13][CH2:12][O:11][CH2:10][CH2:9]1.[CH3:31][NH2:32]. The catalyst is CO. The product is [CH3:1][C:2]1[C:7]([N:8]2[CH2:13][CH2:12][O:11][CH2:10][CH2:9]2)=[N:6][C:5]([C:14]2[CH:15]=[C:16]([CH:17]=[CH:18][CH:19]=2)[O:20][CH2:21][CH:22]([OH:23])[CH2:24][NH:32][CH3:31])=[N:4][C:3]=1[NH:25][C@@H:26]1[CH2:30][CH2:29][O:28][CH2:27]1. The yield is 0.370. (4) The reactants are C[O:2][C:3]1[CH:4]=[C:5]([S:9][C:10]2[C:18]3[C:17]([NH:19][C@H:20]([C:22]4[N:27]([C:28]5[CH:33]=[CH:32][CH:31]=[CH:30][CH:29]=5)[C:26](=[O:34])[C:25]5=[C:35]([CH3:38])[CH:36]=[CH:37][N:24]5[N:23]=4)[CH3:21])=[N:16][CH:15]=[N:14][C:13]=3[N:12](COCC[Si](C)(C)C)[CH:11]=2)[CH:6]=[CH:7][CH:8]=1.B(Br)(Br)Br.N. No catalyst specified. The product is [OH:2][C:3]1[CH:4]=[C:5]([S:9][C:10]2[C:18]3[C:17]([NH:19][C@H:20]([C:22]4[N:27]([C:28]5[CH:33]=[CH:32][CH:31]=[CH:30][CH:29]=5)[C:26](=[O:34])[C:25]5=[C:35]([CH3:38])[CH:36]=[CH:37][N:24]5[N:23]=4)[CH3:21])=[N:16][CH:15]=[N:14][C:13]=3[NH:12][CH:11]=2)[CH:6]=[CH:7][CH:8]=1. The yield is 0.750. (5) The reactants are C1COCC1.[CH3:6][C:7]1[CH:12]=[CH:11][CH:10]=[C:9]([CH3:13])[C:8]=1[NH:14][C:15]([NH:17][C:18]1[C:19]([C:28]([NH:30][CH2:31][CH2:32][C:33]([O:35]C)=[O:34])=[O:29])=[CH:20][C:21]2[C:26]([CH:27]=1)=[CH:25][CH:24]=[CH:23][CH:22]=2)=[O:16].[Li+].[OH-].Cl. The catalyst is CO.O. The product is [CH3:13][C:9]1[CH:10]=[CH:11][CH:12]=[C:7]([CH3:6])[C:8]=1[NH:14][C:15]([NH:17][C:18]1[C:19]([C:28]([NH:30][CH2:31][CH2:32][C:33]([OH:35])=[O:34])=[O:29])=[CH:20][C:21]2[C:26]([CH:27]=1)=[CH:25][CH:24]=[CH:23][CH:22]=2)=[O:16]. The yield is 0.350.